This data is from Forward reaction prediction with 1.9M reactions from USPTO patents (1976-2016). The task is: Predict the product of the given reaction. (1) Given the reactants F[C:2]1[N:7]2[CH:8]=[C:9]([CH2:11][N:12]3[C@H:25]4[C@H:16]([CH2:17][CH2:18][C:19]5[C:24]4=[N:23][CH:22]=[CH:21][CH:20]=5)[CH2:15][CH2:14][CH2:13]3)[N:10]=[C:6]2[CH:5]=[CH:4][CH:3]=1.[CH3:26][N:27]([CH3:31])[CH2:28][CH2:29][NH2:30], predict the reaction product. The product is: [N:12]1([CH2:11][C:9]2[N:10]=[C:6]3[CH:5]=[CH:4][CH:3]=[C:2]([NH:30][CH2:29][CH2:28][N:27]([CH3:31])[CH3:26])[N:7]3[CH:8]=2)[C@H:25]2[C@H:16]([CH2:17][CH2:18][C:19]3[C:24]2=[N:23][CH:22]=[CH:21][CH:20]=3)[CH2:15][CH2:14][CH2:13]1. (2) The product is: [C:1]([C:5]1[CH:6]=[CH:7][C:8]([NH:9][C:25]2[N:26]([CH3:12])[C:27]3[CH:32]=[CH:31][C:30]([C:33]([F:35])([F:34])[F:36])=[CH:29][C:28]=3[N:37]=2)=[CH:10][CH:11]=1)([CH3:4])([CH3:2])[CH3:3]. Given the reactants [C:1]([C:5]1[CH:11]=[CH:10][C:8]([NH2:9])=[CH:7][CH:6]=1)([CH3:4])([CH3:3])[CH3:2].[CH3:12]CN(C(C)C)C(C)C.C(Cl)(Cl)=S.[CH3:25][NH:26][C:27]1[C:28]([NH2:37])=[CH:29][C:30]([C:33]([F:36])([F:35])[F:34])=[CH:31][CH:32]=1, predict the reaction product. (3) Given the reactants [P:1]([CH2:5][N:6]([CH2:11][C:12]([OH:14])=[O:13])[CH2:7][C:8]([OH:10])=[O:9])([OH:4])([OH:3])=[O:2].O=O, predict the reaction product. The product is: [P:1]([CH2:5][NH:6][CH2:7][C:8]([OH:10])=[O:9])([OH:4])([OH:3])=[O:2].[P:1]([CH2:5][N:6]([CH2:11][C:12]([OH:14])=[O:13])[CH2:7][C:8]([OH:10])=[O:9])([OH:4])([OH:3])=[O:2]. (4) The product is: [C:25]([OH:32])(=[O:31])/[CH:26]=[CH:27]/[C:28]([OH:30])=[O:29].[NH:1]1[C:9]2[C:4](=[CH:5][CH:6]=[CH:7][CH:8]=2)[C:3]([C:10]2[N:15]=[N:14][C:13]([O:16][CH:17]3[CH:22]4[CH2:23][CH2:24][N:19]([CH2:20][CH2:21]4)[CH2:18]3)=[CH:12][CH:11]=2)=[CH:2]1.[NH:1]1[C:9]2[C:4](=[CH:5][CH:6]=[CH:7][CH:8]=2)[C:3]([C:10]2[N:15]=[N:14][C:13]([O:16][CH:17]3[CH:22]4[CH2:23][CH2:24][N:19]([CH2:20][CH2:21]4)[CH2:18]3)=[CH:12][CH:11]=2)=[CH:2]1. Given the reactants [NH:1]1[C:9]2[C:4](=[CH:5][CH:6]=[CH:7][CH:8]=2)[C:3]([C:10]2[N:15]=[N:14][C:13]([O:16][CH:17]3[CH:22]4[CH2:23][CH2:24][N:19]([CH2:20][CH2:21]4)[CH2:18]3)=[CH:12][CH:11]=2)=[CH:2]1.[C:25]([OH:32])(=[O:31])/[CH:26]=[CH:27]/[C:28]([OH:30])=[O:29], predict the reaction product. (5) The product is: [NH2:50][C:51]1[N:52]=[CH:53][N:54]=[C:55]([NH:14][C@H:12]([C:7]2[C:6]([C:22]3[CH:27]=[CH:26][CH:25]=[CH:24][N:23]=3)=[C:5]([C:28]([NH:29][CH2:30][CH2:31][OH:32])=[O:33])[C:4]3[C:9](=[CH:10][CH:11]=[C:2]([F:1])[CH:3]=3)[N:8]=2)[CH3:13])[C:56]=1[C:57]#[N:58]. Given the reactants [F:1][C:2]1[CH:3]=[C:4]2[C:9](=[CH:10][CH:11]=1)[N:8]=[C:7]([C@@H:12]([NH:14]C(=O)OC(C)(C)C)[CH3:13])[C:6]([C:22]1[CH:27]=[CH:26][CH:25]=[CH:24][N:23]=1)=[C:5]2[C:28](=[O:33])[NH:29][CH2:30][CH2:31][OH:32].Cl.O1CCOCC1.CCN(C(C)C)C(C)C.[NH2:50][C:51]1[C:56]([C:57]#[N:58])=[C:55](Cl)[N:54]=[CH:53][N:52]=1, predict the reaction product. (6) Given the reactants [O:1]([CH3:3])[Li].[N+:4]([C:7]1[CH:8]=[C:9]([CH:13]=[C:14]([N+]([O-])=O)[CH:15]=1)[C:10]([OH:12])=[O:11])([O-:6])=[O:5].OS(O)(=O)=O, predict the reaction product. The product is: [CH3:3][O:1][C:14]1[CH:13]=[C:9]([CH:8]=[C:7]([N+:4]([O-:6])=[O:5])[CH:15]=1)[C:10]([OH:12])=[O:11]. (7) Given the reactants FC(F)(F)C(O)=O.[Cl:8][C:9]1[CH:17]=[C:16]2[C:12]([CH2:13][CH2:14][C:15]2([CH:19]2[CH2:21][CH2:20]2)O)=[CH:11][CH:10]=1.[CH3:22][S:23][CH2:24][C:25]1[CH:26]=[CH:27][CH:28]=[C:29]2[C:33]=1[NH:32][CH:31]=[CH:30]2.[Cl-].[NH4+], predict the reaction product. The product is: [Cl:8][C:9]1[CH:17]=[C:16]2[C:12]([CH2:13][CH2:14][C:15]2([C:30]2[C:29]3[C:33](=[C:25]([CH2:24][S:23][CH3:22])[CH:26]=[CH:27][CH:28]=3)[NH:32][CH:31]=2)[CH:19]2[CH2:21][CH2:20]2)=[CH:11][CH:10]=1. (8) Given the reactants [CH3:1][O:2][C:3]1[CH:48]=[C:47]([O:49][CH3:50])[CH:46]=[CH:45][C:4]=1[CH2:5][N:6]([C:39]1[CH:44]=[CH:43][N:42]=[CH:41][N:40]=1)[S:7]([C:10]1[CH:15]=[C:14]([CH3:16])[C:13]([O:17][C@H:18]2[CH2:23][CH2:22][CH2:21][CH2:20][C@@H:19]2[C:24]2[C:25]([N+:35]([O-])=O)=[N:26][N:27]([CH:29]3[CH2:34][CH2:33][CH2:32][CH2:31][O:30]3)[CH:28]=2)=[CH:12][C:11]=1[F:38])(=[O:9])=[O:8].C1COCC1.[BH4-].[Na+].C(=O)([O-])O.[Na+], predict the reaction product. The product is: [NH2:35][C:25]1[C:24]([C@H:19]2[CH2:20][CH2:21][CH2:22][CH2:23][C@@H:18]2[O:17][C:13]2[C:14]([CH3:16])=[CH:15][C:10]([S:7]([N:6]([CH2:5][C:4]3[CH:45]=[CH:46][C:47]([O:49][CH3:50])=[CH:48][C:3]=3[O:2][CH3:1])[C:39]3[CH:44]=[CH:43][N:42]=[CH:41][N:40]=3)(=[O:9])=[O:8])=[C:11]([F:38])[CH:12]=2)=[CH:28][N:27]([CH:29]2[CH2:34][CH2:33][CH2:32][CH2:31][O:30]2)[N:26]=1. (9) Given the reactants B(F)(F)F.CCOCC.[C:10]([O:13][CH:14]1[O:31][C@H:30]([CH2:32][O:33][C:34](=[O:36])[CH3:35])[C@H:25]([O:26][C:27](=[O:29])[CH3:28])[C@H:20]([O:21][C:22](=[O:24])[CH3:23])[C@H:15]1[O:16][C:17](=[O:19])[CH3:18])(=O)[CH3:11].[Br:37]CCO, predict the reaction product. The product is: [C:17]([O:16][C@@H:15]1[C@@H:20]([O:21][C:22](=[O:24])[CH3:23])[C@@H:25]([O:26][C:27](=[O:29])[CH3:28])[C@@H:30]([CH2:32][O:33][C:34](=[O:36])[CH3:35])[O:31][C@H:14]1[O:13][CH2:10][CH2:11][Br:37])(=[O:19])[CH3:18]. (10) The product is: [CH3:19][O:18][C:16]([C:12]1[CH:13]=[CH:14][C:15]2[C:7]3[C:6]([C:20]4[CH:25]=[CH:24][CH:23]=[C:22]([N:26]5[C:35](=[O:36])[C:34]6[C:29](=[C:30]([F:37])[CH:31]=[CH:32][CH:33]=6)[N:28]=[CH:27]5)[C:21]=4[CH3:38])=[N:5][CH:4]=[C:3]([C:1](=[O:40])[NH2:2])[C:8]=3[NH:9][C:10]=2[CH:11]=1)=[O:17]. Given the reactants [C:1]([C:3]1[C:8]2[NH:9][C:10]3[CH:11]=[C:12]([C:16]([O:18][CH3:19])=[O:17])[CH:13]=[CH:14][C:15]=3[C:7]=2[C:6]([C:20]2[CH:25]=[CH:24][CH:23]=[C:22]([N:26]3[C:35](=[O:36])[C:34]4[C:29](=[C:30]([F:37])[CH:31]=[CH:32][CH:33]=4)[N:28]=[CH:27]3)[C:21]=2[CH3:38])=[N:5][CH:4]=1)#[N:2].S(=O)(=O)(O)[OH:40], predict the reaction product.